The task is: Predict which catalyst facilitates the given reaction.. This data is from Catalyst prediction with 721,799 reactions and 888 catalyst types from USPTO. (1) Reactant: [CH2:1]([O:8][C:9]([N:11]1[CH2:20][CH2:19][C:18]2[C:13](=[CH:14][CH:15]=[C:16]([O:21][CH3:22])[CH:17]=2)[C:12]1=[CH2:23])=[O:10])[C:2]1[CH:7]=[CH:6][CH:5]=[CH:4][CH:3]=1.C([O-])(=[O:26])C.C([O-])(=O)C.C([O-])(=O)C.C([O-])(=O)C.[Pb+4]. Product: [CH2:1]([O:8][C:9]([N:11]1[CH2:20][CH2:19][C:18]2[CH:17]=[C:16]([O:21][CH3:22])[CH:15]=[CH:14][C:13]=2[CH2:23][C:12]1=[O:26])=[O:10])[C:2]1[CH:3]=[CH:4][CH:5]=[CH:6][CH:7]=1. The catalyst class is: 15. (2) Product: [C:1]([NH:7][C:8]1[NH:9][C:10](=[O:19])[C:11]2[CH:17]=[C:16]([C:25]3[CH:26]=[CH:27][C:22]([F:21])=[CH:23][CH:24]=3)[CH:15]=[N:14][C:12]=2[N:13]=1)(=[O:6])[C:2]([CH3:5])([CH3:4])[CH3:3]. Reactant: [C:1]([NH:7][C:8]1[NH:9][C:10](=[O:19])[C:11]2[CH:17]=[C:16](Br)[CH:15]=[N:14][C:12]=2[N:13]=1)(=[O:6])[C:2]([CH3:5])([CH3:4])[CH3:3].O.[F:21][C:22]1[CH:27]=[CH:26][C:25](B(O)O)=[CH:24][CH:23]=1.C([O-])([O-])=O.[K+].[K+]. The catalyst class is: 77.